This data is from TCR-epitope binding with 47,182 pairs between 192 epitopes and 23,139 TCRs. The task is: Binary Classification. Given a T-cell receptor sequence (or CDR3 region) and an epitope sequence, predict whether binding occurs between them. (1) The TCR CDR3 sequence is CASSFPGTGGNIQYF. The epitope is ITEEVGHTDLMAAY. Result: 0 (the TCR does not bind to the epitope). (2) The epitope is GVAMPNLYK. The TCR CDR3 sequence is CASSLAVLNYEQYF. Result: 1 (the TCR binds to the epitope).